This data is from Forward reaction prediction with 1.9M reactions from USPTO patents (1976-2016). The task is: Predict the product of the given reaction. (1) Given the reactants C(OC([N:8]1[CH2:13][CH2:12][N:11]([CH2:14][C:15]2[N:20]=[C:19]([C:21]3[CH:26]=[CH:25][N:24]=[C:23]([NH:27][CH:28]4[CH2:33][CH2:32][CH2:31][CH2:30][CH2:29]4)[CH:22]=3)[CH:18]=[CH:17][CH:16]=2)[CH2:10][CH2:9]1)=O)(C)(C)C, predict the reaction product. The product is: [CH:28]1([NH:27][C:23]2[CH:22]=[C:21]([C:19]3[CH:18]=[CH:17][CH:16]=[C:15]([CH2:14][N:11]4[CH2:12][CH2:13][NH:8][CH2:9][CH2:10]4)[N:20]=3)[CH:26]=[CH:25][N:24]=2)[CH2:33][CH2:32][CH2:31][CH2:30][CH2:29]1. (2) Given the reactants [C:1]([C:3]1[CH:4]=[C:5]([C:13]2[O:17][N:16]=[C:15]([C:18]3[C:19]([CH3:43])=[C:20]4[C:25](=[CH:26][CH:27]=3)[CH:24]([CH2:28][CH2:29][CH2:30][C:31]([O:33]CC)=[O:32])[N:23]([C:36]([O:38][C:39]([CH3:42])([CH3:41])[CH3:40])=[O:37])[CH2:22][CH2:21]4)[N:14]=2)[CH:6]=[CH:7][C:8]=1[O:9][CH:10]([CH3:12])[CH3:11])#[N:2].[OH-].[Na+], predict the reaction product. The product is: [C:1]([C:3]1[CH:4]=[C:5]([C:13]2[O:17][N:16]=[C:15]([C:18]3[C:19]([CH3:43])=[C:20]4[C:25](=[CH:26][CH:27]=3)[CH:24]([CH2:28][CH2:29][CH2:30][C:31]([OH:33])=[O:32])[N:23]([C:36]([O:38][C:39]([CH3:40])([CH3:42])[CH3:41])=[O:37])[CH2:22][CH2:21]4)[N:14]=2)[CH:6]=[CH:7][C:8]=1[O:9][CH:10]([CH3:12])[CH3:11])#[N:2]. (3) Given the reactants [Cl:1][C:2]1[CH:3]=[C:4]([C@@H:8]([OH:39])[CH2:9][NH:10][C@H:11]([CH3:38])[CH2:12][C:13]2[CH:18]=[CH:17][C:16]([S:19]([C:22]3[CH:32]=[CH:31][C:30]([CH2:33][CH2:34][CH:35]([CH3:37])[CH3:36])=[CH:29][C:23]=3[C:24]([O:26]CC)=[O:25])(=[O:21])=[O:20])=[CH:15][CH:14]=2)[CH:5]=[CH:6][CH:7]=1.[OH-].[Na+].Cl, predict the reaction product. The product is: [ClH:1].[Cl:1][C:2]1[CH:3]=[C:4]([C@@H:8]([OH:39])[CH2:9][NH:10][C@H:11]([CH3:38])[CH2:12][C:13]2[CH:14]=[CH:15][C:16]([S:19]([C:22]3[CH:32]=[CH:31][C:30]([CH2:33][CH2:34][CH:35]([CH3:36])[CH3:37])=[CH:29][C:23]=3[C:24]([OH:26])=[O:25])(=[O:20])=[O:21])=[CH:17][CH:18]=2)[CH:5]=[CH:6][CH:7]=1. (4) Given the reactants [CH3:1][O:2][C:3]1[CH:4]=[C:5]2[C:9](=[CH:10][CH:11]=1)[CH2:8][CH:7]=[CH:6]2.[Li]C.I[CH2:15][CH2:16][CH3:17].[NH4+].[Cl-], predict the reaction product. The product is: [CH3:1][O:2][C:3]1[CH:4]=[C:5]2[C:9](=[CH:10][CH:11]=1)[CH:8]([CH2:15][CH2:16][CH3:17])[CH:7]=[CH:6]2. (5) Given the reactants Cl[C:2]([C:4]1[CH:47]=[CH:46][C:7]([CH2:8][O:9][CH:10]2[CH:15]([C:16]3[CH:21]=[CH:20][C:19]([O:22][CH2:23][CH2:24][CH2:25][O:26][CH2:27][C:28]4[CH:33]=[CH:32][CH:31]=[CH:30][C:29]=4[O:34][CH3:35])=[CH:18][CH:17]=3)[CH2:14][CH2:13][N:12]([C:36]([O:38][CH2:39][C:40]3[CH:45]=[CH:44][CH:43]=[CH:42][CH:41]=3)=[O:37])[CH2:11]2)=[CH:6][C:5]=1[O:48][CH2:49][CH2:50][CH2:51][O:52][CH3:53])=[O:3].[CH3:54][NH2:55], predict the reaction product. The product is: [CH3:35][O:34][C:29]1[CH:30]=[CH:31][CH:32]=[CH:33][C:28]=1[CH2:27][O:26][CH2:25][CH2:24][CH2:23][O:22][C:19]1[CH:20]=[CH:21][C:16]([CH:15]2[CH2:14][CH2:13][N:12]([C:36]([O:38][CH2:39][C:40]3[CH:45]=[CH:44][CH:43]=[CH:42][CH:41]=3)=[O:37])[CH2:11][CH:10]2[O:9][CH2:8][C:7]2[CH:46]=[CH:47][C:4]([C:2](=[O:3])[NH:55][CH3:54])=[C:5]([O:48][CH2:49][CH2:50][CH2:51][O:52][CH3:53])[CH:6]=2)=[CH:17][CH:18]=1.